This data is from Peptide-MHC class I binding affinity with 185,985 pairs from IEDB/IMGT. The task is: Regression. Given a peptide amino acid sequence and an MHC pseudo amino acid sequence, predict their binding affinity value. This is MHC class I binding data. (1) The peptide sequence is TSSARSSEW. The MHC is HLA-A24:03 with pseudo-sequence HLA-A24:03. The binding affinity (normalized) is 0.0847. (2) The peptide sequence is SLIKEEILFV. The MHC is H-2-Kb with pseudo-sequence H-2-Kb. The binding affinity (normalized) is 0.